Task: Predict the reaction yield, written as a fraction of the theoretical maximum amount of product (1.0 means a 100% yield; for example, 0.34 means a 34% yield).. Dataset: Reaction yield outcomes from USPTO patents with 853,638 reactions (1) The reactants are [CH2:1]([Li])CCC.[O:6]([C:13]1[CH:14]=[C:15]([C:19]23[CH2:26][CH2:25][C:22]([CH:27]=O)([CH2:23][CH2:24]2)[O:21][CH2:20]3)[CH:16]=[CH:17][CH:18]=1)[C:7]1[CH:12]=[CH:11][CH:10]=[CH:9][CH:8]=1. The catalyst is [Br-].C[P+](C1C=CC=CC=1)(C1C=CC=CC=1)C1C=CC=CC=1.C1COCC1. The product is [O:6]([C:13]1[CH:14]=[C:15]([C:19]23[CH2:26][CH2:25][C:22]([CH:27]=[CH2:1])([CH2:23][CH2:24]2)[O:21][CH2:20]3)[CH:16]=[CH:17][CH:18]=1)[C:7]1[CH:12]=[CH:11][CH:10]=[CH:9][CH:8]=1. The yield is 0.610. (2) The reactants are [Br:1][C:2]1[CH:7]=[CH:6][C:5]([O:8][CH3:9])=[CH:4][C:3]=1[NH2:10].C(O[CH:14]=[C:15]([C:21]([O:23][CH2:24][CH3:25])=[O:22])[C:16]([O:18][CH2:19][CH3:20])=[O:17])C. The yield is 0.810. No catalyst specified. The product is [CH2:19]([O:18][C:16](=[O:17])[C:15](=[CH:14][NH:10][C:3]1[CH:4]=[C:5]([O:8][CH3:9])[CH:6]=[CH:7][C:2]=1[Br:1])[C:21]([O:23][CH2:24][CH3:25])=[O:22])[CH3:20].